Predict which catalyst facilitates the given reaction. From a dataset of Catalyst prediction with 721,799 reactions and 888 catalyst types from USPTO. (1) Reactant: [NH2:1][C:2]1[CH:44]=[CH:43][C:5]([C:6]([NH:8][C:9]2[CH:14]=[C:13]([NH:15][C:16]3[N:21]=[C:20]([C:22]4[C:30]5[C:25](=[CH:26][CH:27]=[CH:28][CH:29]=5)[N:24](S(C5C=CC=CC=5)(=O)=O)[CH:23]=4)[C:19]([C:40]#[N:41])=[CH:18][N:17]=3)[CH:12]=[CH:11][C:10]=2[CH3:42])=[O:7])=[CH:4][CH:3]=1.[OH-].[Na+]. Product: [NH2:1][C:2]1[CH:44]=[CH:43][C:5]([C:6]([NH:8][C:9]2[CH:14]=[C:13]([NH:15][C:16]3[N:21]=[C:20]([C:22]4[C:30]5[C:25](=[CH:26][CH:27]=[CH:28][CH:29]=5)[NH:24][CH:23]=4)[C:19]([C:40]#[N:41])=[CH:18][N:17]=3)[CH:12]=[CH:11][C:10]=2[CH3:42])=[O:7])=[CH:4][CH:3]=1. The catalyst class is: 258. (2) Reactant: [C:12]([O:11][C:9](O[C:9]([O:11][C:12]([CH3:15])([CH3:14])[CH3:13])=[O:10])=[O:10])([CH3:15])([CH3:14])[CH3:13].[NH2:16][C@H:17]([C:21]([OH:23])=[O:22])[C@H:18]([CH3:20])[OH:19].C(=O)(O)[O-].[Na+]. Product: [C:12]([O:11][C:9]([NH:16][C@@H:17]([C@@H:18]([OH:19])[CH3:20])[C:21]([OH:23])=[O:22])=[O:10])([CH3:13])([CH3:14])[CH3:15]. The catalyst class is: 24.